This data is from Full USPTO retrosynthesis dataset with 1.9M reactions from patents (1976-2016). The task is: Predict the reactants needed to synthesize the given product. (1) Given the product [N:17]([CH2:2][C:3]1[N:4]=[N:5][C:6]([C:9]2[C:14]([F:15])=[CH:13][CH:12]=[CH:11][C:10]=2[F:16])=[CH:7][CH:8]=1)=[N+:18]=[N-:19], predict the reactants needed to synthesize it. The reactants are: Cl[CH2:2][C:3]1[N:4]=[N:5][C:6]([C:9]2[C:14]([F:15])=[CH:13][CH:12]=[CH:11][C:10]=2[F:16])=[CH:7][CH:8]=1.[N-:17]=[N+:18]=[N-:19].[Na+].O. (2) Given the product [Cl:21][C:17]1[CH:18]=[C:19]2[C:14](=[CH:15][CH:16]=1)[N:13]([CH3:22])[C:12](=[O:23])[C:11]([C@@H:8]([NH:7][S@:5]([C:2]([CH3:4])([CH3:3])[CH3:1])=[O:6])[CH3:9])=[CH:20]2, predict the reactants needed to synthesize it. The reactants are: [CH3:1][C:2]([S@@:5]([NH2:7])=[O:6])([CH3:4])[CH3:3].[C:8]([C:11]1[C:12](=[O:23])[N:13]([CH3:22])[C:14]2[C:19]([CH:20]=1)=[CH:18][C:17]([Cl:21])=[CH:16][CH:15]=2)(=O)[CH3:9].[BH4-].[Na+].CO.